This data is from Reaction yield outcomes from USPTO patents with 853,638 reactions. The task is: Predict the reaction yield, written as a fraction of the theoretical maximum amount of product (1.0 means a 100% yield; for example, 0.34 means a 34% yield). The reactants are [Br:1][C:2]1[N:6]2[CH2:7][CH2:8][N:9](C(OC(C)(C)C)=O)[CH2:10][C:5]2=[N:4][N:3]=1.C(O)(C(F)(F)F)=O. The catalyst is C(Cl)Cl. The product is [Br:1][C:2]1[N:6]2[CH2:7][CH2:8][NH:9][CH2:10][C:5]2=[N:4][N:3]=1. The yield is 0.830.